From a dataset of Reaction yield outcomes from USPTO patents with 853,638 reactions. Predict the reaction yield, written as a fraction of the theoretical maximum amount of product (1.0 means a 100% yield; for example, 0.34 means a 34% yield). (1) The reactants are [NH2:1][C:2]1[CH:7]=[CH:6][C:5]([N+:8]([O-:10])=[O:9])=[CH:4][C:3]=1[C:11]#[C:12][C:13]([CH3:19])([CH3:18])[C:14]([O:16][CH3:17])=[O:15].N1C=CC=CC=1.[C:26](Cl)(=[O:30])[CH2:27][CH2:28][CH3:29]. The catalyst is C(Cl)Cl. The product is [C:26]([NH:1][C:2]1[CH:7]=[CH:6][C:5]([N+:8]([O-:10])=[O:9])=[CH:4][C:3]=1[C:11]#[C:12][C:13]([CH3:19])([CH3:18])[C:14]([O:16][CH3:17])=[O:15])(=[O:30])[CH2:27][CH2:28][CH3:29]. The yield is 0.450. (2) The reactants are [F:1][C:2]([F:24])([F:23])[C:3]1[CH:4]=[CH:5][C:6]([O:9][C:10]2[CH:11]=[C:12]3[C:17](=[CH:18][CH:19]=2)[N:16]=[C:15]([C:20]([OH:22])=O)[CH:14]=[CH:13]3)=[N:7][CH:8]=1.Cl.[NH2:26][CH:27]1[CH2:31][N:30]([C:32]2[CH:37]=[CH:36][C:35]([F:38])=[CH:34][CH:33]=2)[C:29](=[O:39])[CH2:28]1. No catalyst specified. The product is [F:38][C:35]1[CH:34]=[CH:33][C:32]([N:30]2[C:29](=[O:39])[CH2:28][CH:27]([NH:26][C:20]([C:15]3[CH:14]=[CH:13][C:12]4[C:17](=[CH:18][CH:19]=[C:10]([O:9][C:6]5[CH:5]=[CH:4][C:3]([C:2]([F:23])([F:1])[F:24])=[CH:8][N:7]=5)[CH:11]=4)[N:16]=3)=[O:22])[CH2:31]2)=[CH:37][CH:36]=1. The yield is 0.720. (3) The reactants are [C@H:1]1([NH:11][C:12]([C@@H:14]2[CH:18]=[C:17](OS(C(F)(F)F)(=O)=O)[CH2:16]N2C(OCC2C=CC=CC=2)=O)=[O:13])[C:10]2[C:5](=[CH:6][CH:7]=[CH:8][CH:9]=2)[CH2:4][CH2:3][CH2:2]1.[C@H:37]1([NH:47][C:48]([C@@H:50]2[CH2:59][C:58]3[C:53](=[CH:54][C:55](B4OC(C)(C)C(C)(C)O4)=[CH:56][CH:57]=3)[CH2:52][N:51]2[C:69]([O:71][C:72]([CH3:75])([CH3:74])[CH3:73])=[O:70])=[O:49])[C:46]2[C:41](=CC=CC=2)[CH2:40][CH2:39][CH2:38]1.[C:76]([O-:79])([O-])=[O:77].[Na+].[Na+].[NH4+:82].[Cl-]. The catalyst is O1CCOCC1.C1C=CC([P]([Pd]([P](C2C=CC=CC=2)(C2C=CC=CC=2)C2C=CC=CC=2)([P](C2C=CC=CC=2)(C2C=CC=CC=2)C2C=CC=CC=2)[P](C2C=CC=CC=2)(C2C=CC=CC=2)C2C=CC=CC=2)(C2C=CC=CC=2)C2C=CC=CC=2)=CC=1. The product is [CH2:6]([O:79][C:76]([N:82]1[C@H:14]([C:12](=[O:13])[NH:11][C@H:1]2[C:10]3[C:5](=[CH:6][CH:7]=[CH:8][CH:9]=3)[CH2:4][CH2:3][CH2:2]2)[CH:18]=[C:17]([C:57]2[CH:58]=[C:53]3[C:54]([CH2:59][C@@H:50]([C:48](=[O:49])[NH:47][C@H:37]4[C:46]5[C:41](=[CH:17][CH:18]=[CH:14][CH:12]=5)[CH2:40][CH2:39][CH2:38]4)[N:51]([C:69]([O:71][C:72]([CH3:73])([CH3:74])[CH3:75])=[O:70])[CH2:52]3)=[CH:55][CH:56]=2)[CH2:16]1)=[O:77])[C:5]1[CH:4]=[CH:3][CH:2]=[CH:1][CH:10]=1. The yield is 0.790. (4) The reactants are [OH:1][C:2]1([CH:13]([N+:15]([O-:17])=[O:16])[CH3:14])[CH2:5][N:4](C(OC(C)(C)C)=O)[CH2:3]1.[ClH:18]. The catalyst is CO.O1CCOCC1. The product is [ClH:18].[N+:15]([CH:13]([C:2]1([OH:1])[CH2:5][NH:4][CH2:3]1)[CH3:14])([O-:17])=[O:16]. The yield is 0.960. (5) The reactants are O.[NH2:2]N.C[CH2:5][N:6]([CH:10]([CH3:12])[CH3:11])[CH:7](C)C.O.O.O.[Cl-].[CH3:17][C:18]1[SH+:19][CH:20]=[CH:21][CH:22]=[CH:23][CH:24]=[CH:25][CH:26]=1.O.NN.[C:30]([O:33]C(=O)C)(=O)[CH3:31].C[CH2:38][N:39]([CH:43](C)C)C(C)C. The catalyst is C(#N)C. The product is [CH3:38][N:39]([CH3:43])[C:25]1[CH:24]=[CH:23][C:17]2[N:2]([C:30](=[O:33])[CH3:31])[C:21]3[C:20]([S:19][C:18]=2[CH:26]=1)=[CH:12][C:10]([N:6]([CH3:5])[CH3:7])=[CH:11][CH:22]=3. The yield is 0.650.